From a dataset of Forward reaction prediction with 1.9M reactions from USPTO patents (1976-2016). Predict the product of the given reaction. (1) Given the reactants [CH3:1][C:2]1[C:3]([NH:9][C:10](=[O:12])[CH3:11])=[C:4]([OH:8])[CH:5]=[CH:6][CH:7]=1.[CH2:13]([CH:15]1[O:17][CH2:16]1)Cl.[OH-].[Na+].CCOC(C)=O, predict the reaction product. The product is: [CH3:1][C:2]1[CH:7]=[CH:6][CH:5]=[C:4]([O:8][CH2:13][CH:15]2[CH2:16][O:17]2)[C:3]=1[NH:9][C:10](=[O:12])[CH3:11]. (2) Given the reactants [F:1][C:2]1[CH:3]=[C:4]([C:8](=O)[CH2:9][CH2:10][CH2:11][CH2:12][N:13]2[CH2:18][CH2:17][CH:16]([C:19]3[CH:20]=[C:21]([NH:25][C:26](=[O:30])[CH:27]([CH3:29])[CH3:28])[CH:22]=[CH:23][CH:24]=3)[CH2:15][CH2:14]2)[CH:5]=[CH:6][CH:7]=1.Cl.[C:33]1([N:39]([C:41]2[CH:46]=[CH:45][CH:44]=[CH:43][CH:42]=2)N)[CH:38]=[CH:37][CH:36]=[CH:35][CH:34]=1, predict the reaction product. The product is: [F:1][C:2]1[CH:3]=[C:4]([C:8]2[N:39]([C:41]3[CH:46]=[CH:45][CH:44]=[CH:43][CH:42]=3)[C:33]3[C:34]([C:9]=2[CH2:10][CH2:11][CH2:12][N:13]2[CH2:18][CH2:17][CH:16]([C:19]4[CH:20]=[C:21]([NH:25][C:26](=[O:30])[CH:27]([CH3:29])[CH3:28])[CH:22]=[CH:23][CH:24]=4)[CH2:15][CH2:14]2)=[CH:35][CH:36]=[CH:37][CH:38]=3)[CH:5]=[CH:6][CH:7]=1. (3) Given the reactants [CH3:1][C:2]1[CH:3]=[C:4]([C:9]2[CH:14]=[C:13]([CH3:15])[CH:12]=[CH:11][N:10]=2)[N+:5]([O-])=[CH:6][CH:7]=1.C[Si]([C:20]#[N:21])(C)C.CN(C)C(Cl)=O, predict the reaction product. The product is: [C:20]([C:11]1[N:10]=[C:9]([C:4]2[CH:3]=[C:2]([CH3:1])[CH:7]=[CH:6][N:5]=2)[CH:14]=[C:13]([CH3:15])[CH:12]=1)#[N:21]. (4) Given the reactants [Cl:1][C:2]1[C:7]([C:8]2[CH:13]=[CH:12][C:11]([F:14])=[CH:10][CH:9]=2)=[CH:6][C:5]([OH:15])=[C:4]([C:16]2[CH:21]=[CH:20][N:19]=[N:18][CH:17]=2)[CH:3]=1.[Cl:22][C:23]1[C:24](F)=[CH:25][C:26]([F:49])=[C:27]([S:29]([N:32]([CH2:38][C:39]2[CH:44]=[CH:43][C:42]([O:45][CH3:46])=[CH:41][C:40]=2[O:47][CH3:48])[C:33]2[S:34][CH:35]=[N:36][N:37]=2)(=[O:31])=[O:30])[CH:28]=1.C(=O)([O-])[O-].[K+].[K+].O, predict the reaction product. The product is: [Cl:22][C:23]1[C:24]([O:15][C:5]2[CH:6]=[C:7]([C:8]3[CH:13]=[CH:12][C:11]([F:14])=[CH:10][CH:9]=3)[C:2]([Cl:1])=[CH:3][C:4]=2[C:16]2[CH:21]=[CH:20][N:19]=[N:18][CH:17]=2)=[CH:25][C:26]([F:49])=[C:27]([S:29]([N:32]([CH2:38][C:39]2[CH:44]=[CH:43][C:42]([O:45][CH3:46])=[CH:41][C:40]=2[O:47][CH3:48])[C:33]2[S:34][CH:35]=[N:36][N:37]=2)(=[O:30])=[O:31])[CH:28]=1. (5) Given the reactants [F:1][C:2]1[CH:32]=[CH:31][CH:30]=[CH:29][C:3]=1[CH2:4][N:5]1[C:13]2[C:8](=[CH:9][C:10]([NH:14][C:15](=[O:23])[CH2:16][C:17]3([CH3:22])[O:21][CH2:20][CH2:19][O:18]3)=[CH:11][CH:12]=2)[CH:7]=[C:6]1[C:24]([O:26]CC)=[O:25].[OH-].[Li+], predict the reaction product. The product is: [F:1][C:2]1[CH:32]=[CH:31][CH:30]=[CH:29][C:3]=1[CH2:4][N:5]1[C:13]2[C:8](=[CH:9][C:10]([NH:14][C:15](=[O:23])[CH2:16][C:17]3([CH3:22])[O:21][CH2:20][CH2:19][O:18]3)=[CH:11][CH:12]=2)[CH:7]=[C:6]1[C:24]([OH:26])=[O:25]. (6) Given the reactants [NH:1]1[C:9]2[C:4](=[CH:5][C:6]([NH:10][C:11]3[C:20]4[C:15](=[CH:16][CH:17]=[CH:18][CH:19]=4)[N:14]=[C:13]([C:21]4[CH:22]=[C:23]([CH:29]=[CH:30][CH:31]=4)[O:24][CH2:25][C:26](O)=[O:27])[N:12]=3)=[CH:7][CH:8]=2)[CH:3]=[N:2]1.C1CN([P+](O[N:49]2N=N[C:51]3[CH:52]=[CH:53][CH:54]=[CH:55][C:50]2=3)(N2CCCC2)N2CCCC2)CC1.F[P-](F)(F)(F)(F)F.CCN(C(C)C)C(C)C.C1(N)CCCCC1, predict the reaction product. The product is: [NH:1]1[C:9]2[C:4](=[CH:5][C:6]([NH:10][C:11]3[C:20]4[C:15](=[CH:16][CH:17]=[CH:18][CH:19]=4)[N:14]=[C:13]([C:21]4[CH:22]=[C:23]([CH:29]=[CH:30][CH:31]=4)[O:24][CH2:25][C:26]([NH:49][CH:50]4[CH2:55][CH2:54][CH2:53][CH2:52][CH2:51]4)=[O:27])[N:12]=3)=[CH:7][CH:8]=2)[CH:3]=[N:2]1. (7) Given the reactants Br[C:2]1[CH:3]=[C:4]2[C:9](=[C:10]([F:12])[CH:11]=1)[N:8]=[C:7]([Cl:13])[C:6]([C:14]1[CH:19]=[CH:18][CH:17]=[CH:16][CH:15]=1)=[C:5]2[Cl:20].[Li]CCCC.CN([CH:29]=[O:30])C, predict the reaction product. The product is: [Cl:13][C:7]1[C:6]([C:14]2[CH:19]=[CH:18][CH:17]=[CH:16][CH:15]=2)=[C:5]([Cl:20])[C:4]2[C:9](=[C:10]([F:12])[CH:11]=[C:2]([CH:29]=[O:30])[CH:3]=2)[N:8]=1. (8) The product is: [CH3:18]/[C:14](/[CH:13]=[CH:12]/[CH:11]=[C:10](\[CH3:19])/[CH2:9][CH2:8]/[CH:7]=[C:6](\[CH3:20])/[CH2:5][CH2:8][CH:7]=[C:6]([CH3:20])[CH3:5])=[CH:15]\[C:16]([O:1][CH2:2][CH3:3])=[O:17]. Given the reactants [O-:1][CH2:2][CH3:3].[Na+].[CH3:5][C:6]([CH3:20])=[CH:7][CH2:8][CH2:9]/[C:10](/[CH3:19])=[CH:11]/[CH2:12][CH2:13]/[C:14](/[CH3:18])=[CH:15]/[CH:16]=[O:17].[Cl-].[NH4+], predict the reaction product.